Dataset: Forward reaction prediction with 1.9M reactions from USPTO patents (1976-2016). Task: Predict the product of the given reaction. (1) Given the reactants [CH3:1][C:2]1[C:10]([CH3:12])([CH3:11])[C:9]2[C:4](=[CH:5][CH:6]=[CH:7][CH:8]=2)[N:3]=1.[Br:13][CH2:14][CH2:15][CH2:16][C:17]([OH:19])=[O:18], predict the reaction product. The product is: [Br-:13].[C:17]([CH2:16][CH2:15][CH2:14][N+:3]1[C:4]2[C:9](=[CH:8][CH:7]=[CH:6][CH:5]=2)[C:10]([CH3:12])([CH3:11])[C:2]=1[CH3:1])([OH:19])=[O:18]. (2) Given the reactants F[C:2](F)(F)CC[Mg]Br.[CH2:9]([O:11][CH2:12][O:13][C:14]1[CH:19]=[CH:18][C:17]([C:20](=[O:22])[CH3:21])=[CH:16][CH:15]=1)[CH3:10], predict the reaction product. The product is: [CH2:9]([O:11][CH2:12][O:13][C:14]1[CH:19]=[CH:18][C:17]([C:20]([OH:22])([CH3:2])[CH3:21])=[CH:16][CH:15]=1)[CH3:10].